Predict the reactants needed to synthesize the given product. From a dataset of Full USPTO retrosynthesis dataset with 1.9M reactions from patents (1976-2016). (1) Given the product [CH3:11][O:12][C:13]1[N:18]=[C:17]([CH:19]([NH2:6])[CH:27]([C:28]2[CH:29]=[N:30][CH:31]=[CH:32][CH:33]=2)[C:23]2[CH:22]=[N:21][CH:26]=[CH:25][CH:24]=2)[CH:16]=[CH:15][CH:14]=1, predict the reactants needed to synthesize it. The reactants are: [Li+].C[Si]([N-:6][Si](C)(C)C)(C)C.[CH3:11][O:12][C:13]1[N:18]=[C:17]([CH:19]=O)[CH:16]=[CH:15][CH:14]=1.[N:21]1[CH:26]=[CH:25][CH:24]=[C:23]([CH2:27][C:28]2[CH:29]=[N:30][CH:31]=[CH:32][CH:33]=2)[CH:22]=1. (2) Given the product [CH:1](=[C:13](/[CH2:14][CH2:15][CH2:16][CH2:17][CH3:18])\[C:10](=[O:9])[CH2:11][CH3:12])/[C:2]1[CH:7]=[CH:6][CH:5]=[CH:4][CH:3]=1, predict the reactants needed to synthesize it. The reactants are: [CH:1](=O)[C:2]1[CH:7]=[CH:6][CH:5]=[CH:4][CH:3]=1.[O:9]=[C:10]([CH:13](P(=O)(OCC)OCC)[CH2:14][CH2:15][CH2:16][CH2:17][CH3:18])[CH2:11][CH3:12]. (3) Given the product [C:1]([O:5][C:6]([NH:8][CH2:9][CH2:10][CH2:11][C@H:12]([NH:17][C:18]([C:20]1[S:21][C:22]([CH:25]([C:26]2[S:27][CH:28]=[CH:29][CH:30]=2)[C:31]2[S:32][CH:33]=[CH:34][CH:35]=2)=[CH:23][CH:24]=1)=[O:19])[C:13]([OH:15])=[O:14])=[O:7])([CH3:4])([CH3:2])[CH3:3], predict the reactants needed to synthesize it. The reactants are: [C:1]([O:5][C:6]([NH:8][CH2:9][CH2:10][CH2:11][C@H:12]([NH:17][C:18]([C:20]1[S:21][C:22]([CH:25]([C:31]2[S:32][CH:33]=[CH:34][CH:35]=2)[C:26]2[S:27][CH:28]=[CH:29][CH:30]=2)=[CH:23][CH:24]=1)=[O:19])[C:13]([O:15]C)=[O:14])=[O:7])([CH3:4])([CH3:3])[CH3:2].